This data is from Full USPTO retrosynthesis dataset with 1.9M reactions from patents (1976-2016). The task is: Predict the reactants needed to synthesize the given product. The reactants are: [Cl:1][C:2]1[CH:9]=[C:8]([OH:10])[CH:7]=[CH:6][C:3]=1[CH:4]=[O:5].[Si:11](Cl)([C:14]([CH3:17])([CH3:16])[CH3:15])([CH3:13])[CH3:12].N1C=CN=C1. Given the product [Si:11]([O:10][C:8]1[CH:7]=[CH:6][C:3]([CH:4]=[O:5])=[C:2]([Cl:1])[CH:9]=1)([C:14]([CH3:17])([CH3:16])[CH3:15])([CH3:13])[CH3:12], predict the reactants needed to synthesize it.